This data is from Reaction yield outcomes from USPTO patents with 853,638 reactions. The task is: Predict the reaction yield, written as a fraction of the theoretical maximum amount of product (1.0 means a 100% yield; for example, 0.34 means a 34% yield). (1) The reactants are [NH2:1][C:2]1[CH:20]=[CH:19][C:5]([O:6][C:7]2[C:16]3[N:15]=[C:14]([CH3:17])[C:13](=[O:18])[NH:12][C:11]=3[N:10]=[CH:9][CH:8]=2)=[CH:4][C:3]=1[S:21][CH3:22].[C:23]([C:27]1[CH:31]=[C:30]([N:32]=[C:33]=[O:34])[N:29]([C:35]2[CH:40]=[CH:39][CH:38]=[CH:37][CH:36]=2)[N:28]=1)([CH3:26])([CH3:25])[CH3:24]. No catalyst specified. The product is [C:23]([C:27]1[CH:31]=[C:30]([NH:32][C:33]([NH:1][C:2]2[CH:20]=[CH:19][C:5]([O:6][C:7]3[C:16]4[N:15]=[C:14]([CH3:17])[C:13](=[O:18])[NH:12][C:11]=4[N:10]=[CH:9][CH:8]=3)=[CH:4][C:3]=2[S:21][CH3:22])=[O:34])[N:29]([C:35]2[CH:40]=[CH:39][CH:38]=[CH:37][CH:36]=2)[N:28]=1)([CH3:26])([CH3:24])[CH3:25]. The yield is 0.510. (2) The reactants are [CH3:1][C@:2]1([CH2:24][NH:25][C:26]2[CH:27]=[C:28]([CH:31]=[CH:32][C:33]=2[N+:34]([O-])=O)[C:29]#[N:30])[CH2:23][CH2:22][CH2:21][C:4]2([O:8][C@H:7]([C:9]3[CH:14]=[CH:13][CH:12]=[CH:11][CH:10]=3)[C@@H:6]([C:15]3[CH:20]=[CH:19][CH:18]=[CH:17][CH:16]=3)[O:5]2)[CH2:3]1.CO.[CH:39](OC)(OC)OC.C(O)=O. The catalyst is [Fe].CCOC(C)=O. The product is [CH3:1][C@:2]1([CH2:24][N:25]2[C:26]3[CH:27]=[C:28]([C:29]#[N:30])[CH:31]=[CH:32][C:33]=3[N:34]=[CH:39]2)[CH2:23][CH2:22][CH2:21][C:4]2([O:8][C@H:7]([C:9]3[CH:14]=[CH:13][CH:12]=[CH:11][CH:10]=3)[C@@H:6]([C:15]3[CH:20]=[CH:19][CH:18]=[CH:17][CH:16]=3)[O:5]2)[CH2:3]1. The yield is 1.00. (3) The reactants are [N+:1]([C:4]1[CH:21]=[CH:20][C:7]([O:8][C:9]2[CH:10]=[C:11]3[C:15](=[CH:16][CH:17]=2)[C:14](=[O:18])[NH:13][C:12]3=[O:19])=[CH:6][CH:5]=1)([O-])=O. The catalyst is CC(O)=O.O.[Fe]. The product is [NH2:1][C:4]1[CH:21]=[CH:20][C:7]([O:8][C:9]2[CH:10]=[C:11]3[C:15](=[CH:16][CH:17]=2)[C:14](=[O:18])[NH:13][C:12]3=[O:19])=[CH:6][CH:5]=1. The yield is 0.750. (4) The reactants are C(OC(=O)[NH:7][C@H:8]([C:19](=[S:21])[NH2:20])[CH2:9][C:10]1[CH:15]=[CH:14][C:13]([N+:16]([O-:18])=[O:17])=[CH:12][CH:11]=1)(C)(C)C.Br[CH2:24][C:25](=O)[CH2:26][CH3:27].C(OCC)C. The catalyst is CC#N. The product is [CH2:26]([C:25]1[N:20]=[C:19]([C@@H:8]([NH2:7])[CH2:9][C:10]2[CH:11]=[CH:12][C:13]([N+:16]([O-:18])=[O:17])=[CH:14][CH:15]=2)[S:21][CH:24]=1)[CH3:27]. The yield is 0.900. (5) The reactants are [F:1][C:2]1[CH:7]=[CH:6][CH:5]=[C:4]([F:8])[C:3]=1[N:9]1[C:14]2[N:15]=[C:16]([N:29]3[CH2:34][CH2:33][CH:32]([N:35]4[CH2:40][CH2:39][CH:38]([CH3:41])[CH2:37][CH2:36]4)[CH2:31][CH2:30]3)[N:17]=[C:18]([C:19]3[CH:20]=[C:21]([CH:25]=[CH:26][C:27]=3[CH3:28])[C:22](O)=[O:23])[C:13]=2[CH:12]=[CH:11][C:10]1=[O:42].CN(C(O[N:51]1N=N[C:53]2[CH:54]=CC=C[C:52]1=2)=[N+](C)C)C.F[P-](F)(F)(F)(F)F.C(N(CC)CC)C.C(N)CC. The catalyst is CN(C=O)C. The product is [F:1][C:2]1[CH:7]=[CH:6][CH:5]=[C:4]([F:8])[C:3]=1[N:9]1[C:14]2[N:15]=[C:16]([N:29]3[CH2:34][CH2:33][CH:32]([N:35]4[CH2:36][CH2:37][CH:38]([CH3:41])[CH2:39][CH2:40]4)[CH2:31][CH2:30]3)[N:17]=[C:18]([C:19]3[CH:20]=[C:21]([CH:25]=[CH:26][C:27]=3[CH3:28])[C:22]([NH:51][CH2:52][CH2:53][CH3:54])=[O:23])[C:13]=2[CH:12]=[CH:11][C:10]1=[O:42]. The yield is 0.550. (6) The catalyst is O1CCCC1. The product is [CH3:13][C:11]1[CH:10]=[CH:9][N:8]=[C:7]([NH:6][C:17]([C:19]2[N:23]3[CH:24]=[CH:25][C:26]([CH3:28])=[CH:27][C:22]3=[N:21][C:20]=2[CH3:29])=[O:16])[CH:12]=1. The yield is 0.680. The reactants are [Li]CCCC.[NH2:6][C:7]1[CH:12]=[C:11]([CH3:13])[CH:10]=[CH:9][N:8]=1.C([O:16][C:17]([C:19]1[N:23]2[CH:24]=[CH:25][C:26]([CH3:28])=[CH:27][C:22]2=[N:21][C:20]=1[CH3:29])=O)C.[Cl-].[NH4+]. (7) The reactants are [Si]([O:8][C@@H:9]1[CH2:13][C:12](=[O:14])[N:11]([C:15]2[CH:22]=[CH:21][C:18]([C:19]#[N:20])=[C:17]([O:23][CH3:24])[CH:16]=2)[C@H:10]1[CH2:25][CH3:26])(C(C)(C)C)(C)C.C(O)C.Cl.C(=O)([O-])O.[Na+]. The catalyst is O1CCCC1. The product is [CH2:25]([C@H:10]1[C@H:9]([OH:8])[CH2:13][C:12](=[O:14])[N:11]1[C:15]1[CH:22]=[CH:21][C:18]([C:19]#[N:20])=[C:17]([O:23][CH3:24])[CH:16]=1)[CH3:26]. The yield is 0.730. (8) The reactants are C(OC([N:8]1[CH2:13][CH2:12][CH:11]([C:14]2[CH:19]=[C:18]([OH:20])[N:17]=[C:16]([N:21]3[CH2:26][CH2:25][CH2:24][CH2:23][CH2:22]3)[N:15]=2)[CH2:10][CH2:9]1)=O)(C)(C)C.[ClH:27]. The catalyst is O1CCOCC1. The product is [ClH:27].[NH:8]1[CH2:13][CH2:12][CH:11]([C:14]2[N:15]=[C:16]([N:21]3[CH2:22][CH2:23][CH2:24][CH2:25][CH2:26]3)[N:17]=[C:18]([OH:20])[CH:19]=2)[CH2:10][CH2:9]1. The yield is 0.810. (9) The reactants are [F:1][C:2]1[CH:3]=[N:4][C:5]([C:8]2[C:17]([CH3:18])=[CH:16][CH:15]=[CH:14][C:9]=2[C:10]([O:12]C)=[O:11])=[N:6][CH:7]=1.[OH-].[Na+]. The catalyst is CO. The product is [F:1][C:2]1[CH:7]=[N:6][C:5]([C:8]2[C:17]([CH3:18])=[CH:16][CH:15]=[CH:14][C:9]=2[C:10]([OH:12])=[O:11])=[N:4][CH:3]=1. The yield is 0.830.